Task: Predict which catalyst facilitates the given reaction.. Dataset: Catalyst prediction with 721,799 reactions and 888 catalyst types from USPTO (1) Reactant: C(N([CH2:6][CH3:7])CC)C.[F:8][C:9]1[CH:18]=[C:17]2[C:12]([C:13](=O)[CH2:14][CH2:15][O:16]2)=[CH:11][CH:10]=1.CS([Cl:24])(=O)=O.C(=O)(O)[O-].[Na+]. Product: [Cl:24][C:13]1([CH:6]=[CH2:7])[C:12]2[C:17](=[CH:18][C:9]([F:8])=[CH:10][CH:11]=2)[O:16][CH2:15][CH2:14]1. The catalyst class is: 7. (2) Reactant: [Br:1][C:2]1[C:6]2=[N:7][CH:8]=[CH:9][CH:10]=[C:5]2[S:4][C:3]=1[C:11]([O:13]C)=[O:12].[Li+].[OH-].C1COCC1.O. Product: [Br:1][C:2]1[C:6]2=[N:7][CH:8]=[CH:9][CH:10]=[C:5]2[S:4][C:3]=1[C:11]([OH:13])=[O:12]. The catalyst class is: 5. (3) Reactant: C([O:4][C@H:5]1[C@@H:27]([O:28]C(=O)C)[C@H:26]([O:32]C(=O)C)[C@@H:25]([CH2:36][O:37]C(=O)C)[O:24][C@@H:6]1[O:7][C:8]1[CH:13]=[CH:12][C:11]([N:14]2[C:22]3[C:17](=[CH:18][CH:19]=[CH:20][CH:21]=3)[CH:16]=[CH:15]2)=[CH:10][C:9]=1[Cl:23])(=O)C.CO[Na].CO. Product: [O:7]([C:8]1[CH:13]=[CH:12][C:11]([N:14]2[C:22]3[C:17](=[CH:18][CH:19]=[CH:20][CH:21]=3)[CH:16]=[CH:15]2)=[CH:10][C:9]=1[Cl:23])[C@H:6]1[O:24][C@H:25]([CH2:36][OH:37])[C@@H:26]([OH:32])[C@H:27]([OH:28])[C@@H:5]1[OH:4]. The catalyst class is: 5. (4) Reactant: [C:1]([C:5]1[CH:9]=[C:8]([C:10]([CH3:13])([CH3:12])[CH3:11])[NH:7][N:6]=1)([CH3:4])([CH3:3])[CH3:2].[H-].[Na+].[H][H].Br[CH2:19][C:20]1[CH:29]=[CH:28][C:23]([C:24]([O:26][CH3:27])=[O:25])=[CH:22][CH:21]=1. Product: [C:1]([C:5]1[CH:9]=[C:8]([C:10]([CH3:13])([CH3:12])[CH3:11])[N:7]([CH2:19][C:20]2[CH:29]=[CH:28][C:23]([C:24]([O:26][CH3:27])=[O:25])=[CH:22][CH:21]=2)[N:6]=1)([CH3:4])([CH3:3])[CH3:2]. The catalyst class is: 35. (5) Reactant: ClC(Cl)(Cl)[C:3]([C:5]1[NH:6][CH:7]=[C:8]([Cl:10])[CH:9]=1)=[O:4].[NH4+:13]. Product: [Cl:10][C:8]1[CH:9]=[C:5]([C:3]([NH2:13])=[O:4])[NH:6][CH:7]=1. The catalyst class is: 1. (6) Reactant: [N:1]1([CH2:6][CH2:7][OH:8])[CH:5]=[CH:4][CH:3]=[CH:2]1.[H-].[Na+].[Cl:11][C:12]1[CH:13]=[CH:14][C:15]2[S:19][C:18]([S:20]([NH:23][C:24]3[CH:25]=[C:26]([CH:31]=[CH:32][CH:33]=3)[C:27](OC)=[O:28])(=[O:22])=[O:21])=[C:17]([CH3:34])[C:16]=2[CH:35]=1. Product: [Cl:11][C:12]1[CH:13]=[CH:14][C:15]2[S:19][C:18]([S:20]([NH:23][C:24]3[CH:25]=[C:26]([CH:31]=[CH:32][CH:33]=3)[C:27]([O:8][CH2:7][CH2:6][N:1]3[CH:5]=[CH:4][CH:3]=[CH:2]3)=[O:28])(=[O:22])=[O:21])=[C:17]([CH3:34])[C:16]=2[CH:35]=1. The catalyst class is: 1. (7) Reactant: [NH2:1][CH2:2][C:3]([OH:5])=[O:4].[OH-].[Na+].[Cl:8][C:9]1[CH:10]=[C:11]([CH:15]=[CH:16][C:17]=1[Cl:18])[C:12](Cl)=[O:13].Cl. Product: [Cl:8][C:9]1[CH:10]=[C:11]([CH:15]=[CH:16][C:17]=1[Cl:18])[C:12]([NH:1][CH2:2][C:3]([OH:5])=[O:4])=[O:13]. The catalyst class is: 10. (8) Reactant: C([N-]C(C)C)(C)C.[Li+].[Cl:9][C:10]1[C:15]([F:16])=[CH:14][CH:13]=[CH:12][N:11]=1.[I:17]I. Product: [Cl:9][C:10]1[C:15]([F:16])=[C:14]([I:17])[CH:13]=[CH:12][N:11]=1. The catalyst class is: 7. (9) Reactant: [Cl:1][C:2]1[C:7]([C:8]2[CH:9]=[N:10][C:11]([C:16]([F:19])([F:18])[F:17])=[CH:12][C:13]=2[C:14]#[N:15])=[CH:6][C:5]([S:20]([N:23]([CH3:30])[C:24]2[CH:29]=[CH:28][CH:27]=[CH:26][CH:25]=2)(=[O:22])=[O:21])=[C:4]([O:31]C)[CH:3]=1.B(Br)(Br)Br. Product: [Cl:1][C:2]1[C:7]([C:8]2[CH:9]=[N:10][C:11]([C:16]([F:17])([F:18])[F:19])=[CH:12][C:13]=2[C:14]#[N:15])=[CH:6][C:5]([S:20]([N:23]([CH3:30])[C:24]2[CH:25]=[CH:26][CH:27]=[CH:28][CH:29]=2)(=[O:21])=[O:22])=[C:4]([OH:31])[CH:3]=1. The catalyst class is: 2.